Dataset: Forward reaction prediction with 1.9M reactions from USPTO patents (1976-2016). Task: Predict the product of the given reaction. (1) Given the reactants [CH3:1][O:2][C:3]1[CH:4]=[CH:5][C:6]([NH:11][C:12]2[C:13]3[N:14]([CH:27]=[CH:28][N:29]=3)[N:15]=[C:16]([N:18]3[CH2:23][CH2:22][CH2:21][CH:20]([C:24]([OH:26])=O)[CH2:19]3)[CH:17]=2)=[N:7][C:8]=1[O:9][CH3:10].[NH2:30][C:31]1[CH:32]=[C:33]2[C:37](=[CH:38][CH:39]=1)[C:36](=[O:40])[NH:35][C:34]2=[O:41].N1C=CC=CC=1.[ClH:48], predict the reaction product. The product is: [ClH:48].[CH3:1][O:2][C:3]1[CH:4]=[CH:5][C:6]([NH:11][C:12]2[C:13]3[N:14]([CH:27]=[CH:28][N:29]=3)[N:15]=[C:16]([N:18]3[CH2:23][CH2:22][CH2:21][CH:20]([C:24]([NH:30][C:31]4[CH:32]=[C:33]5[C:37](=[CH:38][CH:39]=4)[C:36](=[O:40])[NH:35][C:34]5=[O:41])=[O:26])[CH2:19]3)[CH:17]=2)=[N:7][C:8]=1[O:9][CH3:10]. (2) Given the reactants Br[C:2]1[O:3][C:4]([C:7]2[CH:12]=[CH:11][C:10]([O:13][CH:14]([CH3:16])[CH3:15])=[C:9]([Cl:17])[CH:8]=2)=[N:5][N:6]=1.CC1(C)C(C)(C)OB([C:26]2[CH:31]=[CH:30][N:29]=[C:28]3[N:32]([CH2:35][CH2:36][C:37]([O:39][CH2:40][CH3:41])=[O:38])[CH:33]=[CH:34][C:27]=23)O1.C([O-])([O-])=O.[Cs+].[Cs+].O, predict the reaction product. The product is: [Cl:17][C:9]1[CH:8]=[C:7]([C:4]2[O:3][C:2]([C:26]3[CH:31]=[CH:30][N:29]=[C:28]4[N:32]([CH2:35][CH2:36][C:37]([O:39][CH2:40][CH3:41])=[O:38])[CH:33]=[CH:34][C:27]=34)=[N:6][N:5]=2)[CH:12]=[CH:11][C:10]=1[O:13][CH:14]([CH3:16])[CH3:15]. (3) The product is: [CH3:1][O:2][C:3]1[CH:4]=[C:5]([CH:6]=[CH:7][C:8]=1[O:9][CH2:10][C:11]1[N:12]=[C:13]([N:16]2[CH2:17][CH2:18][O:19][CH2:20][CH2:21]2)[S:14][CH:15]=1)[CH2:22][O:23][C:25]1[C:29]([CH:30]=[O:31])=[CH:28][N:27]([C:32]2[CH:33]=[CH:34][CH:35]=[CH:36][CH:37]=2)[N:26]=1. Given the reactants [CH3:1][O:2][C:3]1[CH:4]=[C:5]([CH2:22][OH:23])[CH:6]=[CH:7][C:8]=1[O:9][CH2:10][C:11]1[N:12]=[C:13]([N:16]2[CH2:21][CH2:20][O:19][CH2:18][CH2:17]2)[S:14][CH:15]=1.O[C:25]1[C:29]([CH:30]=[O:31])=[CH:28][N:27]([C:32]2[CH:37]=[CH:36][CH:35]=[CH:34][CH:33]=2)[N:26]=1.C(P(CCCC)CCCC)CCC.N(C(N1CCCCC1)=O)=NC(N1CCCCC1)=O, predict the reaction product. (4) Given the reactants Cl[C:2]1[CH:10]=[N:9][CH:8]=[CH:7][C:3]=1[C:4]([OH:6])=[O:5].[Cl:11][C:12]1[CH:17]=[CH:16][C:15]([C:18](=[O:29])[CH2:19]C(C2C=CC(Cl)=CC=2)=O)=[CH:14][CH:13]=1, predict the reaction product. The product is: [Cl:11][C:12]1[CH:17]=[CH:16][C:15]([C:18](=[O:29])[CH2:19][C:2]2[CH:10]=[N:9][CH:8]=[CH:7][C:3]=2[C:4]([OH:6])=[O:5])=[CH:14][CH:13]=1.